This data is from Catalyst prediction with 721,799 reactions and 888 catalyst types from USPTO. The task is: Predict which catalyst facilitates the given reaction. (1) Reactant: [CH3:1][O:2][C:3]1[CH:8]=[CH:7][C:6]([C:9]2[S:13][C:12]([C:14]([OH:16])=O)=[C:11]([NH:17][C:18]([NH:20][C:21]3[C:26]([CH3:27])=[CH:25][C:24]([CH3:28])=[CH:23][C:22]=3[CH3:29])=[O:19])[CH:10]=2)=[CH:5][CH:4]=1.CN(C(ON1N=NC2C=CC=NC1=2)=[N+](C)C)C.F[P-](F)(F)(F)(F)F.CCN(C(C)C)C(C)C.Cl.[NH2:64][C@@H:65]([C:69]([O:71][CH3:72])=[O:70])[CH:66]([CH3:68])[CH3:67]. Product: [CH3:1][O:2][C:3]1[CH:4]=[CH:5][C:6]([C:9]2[S:13][C:12]([C:14]([NH:64][C@@H:65]([C:69]([O:71][CH3:72])=[O:70])[CH:66]([CH3:68])[CH3:67])=[O:16])=[C:11]([NH:17][C:18]([NH:20][C:21]3[C:26]([CH3:27])=[CH:25][C:24]([CH3:28])=[CH:23][C:22]=3[CH3:29])=[O:19])[CH:10]=2)=[CH:7][CH:8]=1. The catalyst class is: 3. (2) Reactant: [Cl:1][C:2]1[CH:10]=[CH:9][CH:8]=[CH:7][C:3]=1[C:4](Cl)=[O:5].[NH2:11][C:12]1[C:13](=[O:23])[O:14][C:15]2[CH:21]=[C:20]([OH:22])[CH:19]=[CH:18][C:16]=2[CH:17]=1. Product: [Cl:1][C:2]1[CH:10]=[CH:9][CH:8]=[CH:7][C:3]=1[C:4]([NH:11][C:12]1[C:13](=[O:23])[O:14][C:15]2[CH:21]=[C:20]([OH:22])[CH:19]=[CH:18][C:16]=2[CH:17]=1)=[O:5]. The catalyst class is: 33. (3) Reactant: [O:1]1[CH2:6][CH2:5][CH:4]([CH2:7][CH2:8][N:9]2[C:13]3=[N:14][C:15]([Sn](C)(C)C)=[CH:16][N:17]=[C:12]3[NH:11][C:10]2=[O:22])[CH2:3][CH2:2]1.[C:38]1([CH3:43])[CH:39]=[CH:40][CH:41]=[CH:42][C:37]=1P([C:37]1[CH:42]=[CH:41][CH:40]=[CH:39][C:38]=1[CH3:43])[C:37]1[CH:42]=[CH:41][CH:40]=[CH:39][C:38]=1[CH3:43].[CH2:45]([N:47](CC)[CH2:48]C)[CH3:46].Cl. Product: [NH:47]1[CH2:45][CH2:46][CH:43]([C:38]2[CH:37]=[CH:42][C:41]([C:15]3[N:14]=[C:13]4[N:9]([CH2:8][CH2:7][CH:4]5[CH2:5][CH2:6][O:1][CH2:2][CH2:3]5)[C:10](=[O:22])[NH:11][C:12]4=[N:17][CH:16]=3)=[CH:40][CH:39]=2)[CH2:48]1. The catalyst class is: 9. (4) Reactant: [CH3:1][O:2][CH:3]1[CH2:7][CH2:6][CH:5]([CH2:8][O:9][C:10]([C:12]2[S:13][C:14]([C:23]([O:25]CC)=[O:24])=[C:15]([C:17]3[CH:22]=[CH:21][CH:20]=[CH:19][CH:18]=3)[N:16]=2)=[O:11])[CH2:4]1.C1COCC1.C(O)C.[Na].[OH-].[K+]. Product: [CH3:1][O:2][CH:3]1[CH2:7][CH2:6][CH:5]([CH2:8][O:9][C:10]([C:12]2[S:13][C:14]([C:23]([OH:25])=[O:24])=[C:15]([C:17]3[CH:22]=[CH:21][CH:20]=[CH:19][CH:18]=3)[N:16]=2)=[O:11])[CH2:4]1. The catalyst class is: 8.